Task: Predict the reactants needed to synthesize the given product.. Dataset: Full USPTO retrosynthesis dataset with 1.9M reactions from patents (1976-2016) (1) The reactants are: [NH2:1][C@H:2]([CH2:10][OH:11])[CH2:3][C:4]1[CH:9]=[CH:8][CH:7]=[CH:6][CH:5]=1.C(O)(=O)C.[CH:16](=O)[C:17]1[CH:22]=[CH:21][CH:20]=[CH:19][CH:18]=1.C([BH3-])#N.[Na+]. Given the product [CH2:16]([NH:1][C@H:2]([CH2:10][OH:11])[CH2:3][C:4]1[CH:5]=[CH:6][CH:7]=[CH:8][CH:9]=1)[C:17]1[CH:22]=[CH:21][CH:20]=[CH:19][CH:18]=1, predict the reactants needed to synthesize it. (2) The reactants are: [CH2:1]([N:3]([CH2:23][CH3:24])[C:4]1[CH:13]=[C:12]2[C:7]([CH:8]=[C:9]([C:15]3[N:16]=[C:17]([CH2:20][C:21]#[N:22])[S:18][CH:19]=3)[C:10](=[O:14])[O:11]2)=[CH:6][CH:5]=1)[CH3:2].[OH-:25].[Na+]. Given the product [CH2:23]([N:3]([CH2:1][CH3:2])[C:4]1[CH:13]=[C:12]2[C:7]([CH:8]=[C:9]([C:15]3[N:16]=[C:17]([CH2:20][C:21]([NH2:22])=[O:25])[S:18][CH:19]=3)[C:10](=[O:14])[O:11]2)=[CH:6][CH:5]=1)[CH3:24], predict the reactants needed to synthesize it. (3) Given the product [Br:1][C:2]1[CH:10]=[C:9]([N+:11]([O-:13])=[O:12])[CH:8]=[CH:7][C:3]=1[C:4]([O:6][CH3:14])=[O:5], predict the reactants needed to synthesize it. The reactants are: [Br:1][C:2]1[CH:10]=[C:9]([N+:11]([O-:13])=[O:12])[CH:8]=[CH:7][C:3]=1[C:4]([OH:6])=[O:5].[CH3:14]O. (4) Given the product [I:1][C:2]1[CH:3]=[C:4]2[C:8](=[CH:9][CH:10]=1)[NH:7][C:6](=[O:11])[C:5]2=[N:26][NH:25][C:23](=[O:24])[C:22]1[CH:27]=[CH:28][CH:29]=[C:20]([O:13][C:14]2[CH:15]=[CH:16][CH:17]=[CH:18][CH:19]=2)[CH:21]=1, predict the reactants needed to synthesize it. The reactants are: [I:1][C:2]1[CH:3]=[C:4]2[C:8](=[CH:9][CH:10]=1)[NH:7][C:6](=[O:11])[C:5]2=O.[O:13]([C:20]1[CH:21]=[C:22]([CH:27]=[CH:28][CH:29]=1)[C:23]([NH:25][NH2:26])=[O:24])[C:14]1[CH:19]=[CH:18][CH:17]=[CH:16][CH:15]=1. (5) Given the product [Cl:1][C:2]1[CH:31]=[C:30]([F:32])[CH:29]=[CH:28][C:3]=1[O:4][C:5]1[CH:10]=[CH:9][CH:8]=[CH:7][C:6]=1[NH:11][S:12]([C:15]1[CH:27]=[CH:26][C:18]([C:19]([NH:21][CH2:22][C:23](=[O:25])[NH:48][C@H:45]2[CH2:46][CH2:47][C@H:42]([CH2:41][CH2:40][N:35]3[CH2:39][CH2:38][CH2:37][CH2:36]3)[CH2:43][CH2:44]2)=[O:20])=[CH:17][CH:16]=1)(=[O:14])=[O:13], predict the reactants needed to synthesize it. The reactants are: [Cl:1][C:2]1[CH:31]=[C:30]([F:32])[CH:29]=[CH:28][C:3]=1[O:4][C:5]1[CH:10]=[CH:9][CH:8]=[CH:7][C:6]=1[NH:11][S:12]([C:15]1[CH:27]=[CH:26][C:18]([C:19]([NH:21][CH2:22][C:23]([OH:25])=O)=[O:20])=[CH:17][CH:16]=1)(=[O:14])=[O:13].Cl.Cl.[N:35]1([CH2:40][CH2:41][C@H:42]2[CH2:47][CH2:46][C@H:45]([NH2:48])[CH2:44][CH2:43]2)[CH2:39][CH2:38][CH2:37][CH2:36]1. (6) Given the product [CH:4]1[C:5]2[C:10](=[CH:9][CH:8]=[CH:7][CH:6]=2)[CH:11]=[C:2]([NH:1][C:18]([C:20]2[C:21]([NH:26][CH2:27][C:28]3[CH:33]=[CH:32][N:31]=[CH:30][CH:29]=3)=[N:22][CH:23]=[N:24][CH:25]=2)=[O:17])[N:3]=1, predict the reactants needed to synthesize it. The reactants are: [NH2:1][C:2]1[N:3]=[CH:4][C:5]2[C:10]([CH:11]=1)=[CH:9][CH:8]=[CH:7][CH:6]=2.C[Al](C)C.C[O:17][C:18]([C:20]1[C:21]([NH:26][CH2:27][C:28]2[CH:33]=[CH:32][N:31]=[CH:30][CH:29]=2)=[N:22][CH:23]=[N:24][CH:25]=1)=O. (7) Given the product [C:24]([O:23][C:21]([N:17]1[CH2:18][CH2:19][C:20]2[C:10]([S:9][CH2:8][C:5]3[N:6]=[CH:7][C:2]([N:53]4[CH2:58][CH2:57][CH2:56][CH2:55][CH2:54]4)=[CH:3][CH:4]=3)=[C:11]([Cl:28])[CH:12]=[CH:13][C:14]=2[CH2:15][CH2:16]1)=[O:22])([CH3:27])([CH3:26])[CH3:25], predict the reactants needed to synthesize it. The reactants are: Br[C:2]1[CH:3]=[CH:4][C:5]([CH2:8][S:9][C:10]2[C:20]3[CH2:19][CH2:18][N:17]([C:21]([O:23][C:24]([CH3:27])([CH3:26])[CH3:25])=[O:22])[CH2:16][CH2:15][C:14]=3[CH:13]=[CH:12][C:11]=2[Cl:28])=[N:6][CH:7]=1.CC(C)([O-])C.[Na+].C1OCCOCCOCCOCCOCCOC1.[NH:53]1[CH2:58][CH2:57][CH2:56][CH2:55][CH2:54]1. (8) The reactants are: Br[C:2]1[C:3]([N:31]2[CH2:35][CH2:34][C@@H:33]([NH:36][C:37](=[O:43])[O:38][C:39]([CH3:42])([CH3:41])[CH3:40])[CH2:32]2)=[N:4][C:5]([C:8]2[C:16]3[C:11](=[CH:12][N:13]=[C:14]([C:17]4[CH:18]=[N:19][CH:20]=[CH:21][CH:22]=4)[CH:15]=3)[N:10]([CH2:23][O:24][CH2:25][CH2:26][Si:27]([CH3:30])([CH3:29])[CH3:28])[N:9]=2)=[CH:6][CH:7]=1.[CH3:44]B(O)O.C([O-])(=O)C.[K+].O. Given the product [CH3:44][C:2]1[C:3]([N:31]2[CH2:35][CH2:34][C@@H:33]([NH:36][C:37](=[O:43])[O:38][C:39]([CH3:42])([CH3:41])[CH3:40])[CH2:32]2)=[N:4][C:5]([C:8]2[C:16]3[C:11](=[CH:12][N:13]=[C:14]([C:17]4[CH:18]=[N:19][CH:20]=[CH:21][CH:22]=4)[CH:15]=3)[N:10]([CH2:23][O:24][CH2:25][CH2:26][Si:27]([CH3:28])([CH3:30])[CH3:29])[N:9]=2)=[CH:6][CH:7]=1, predict the reactants needed to synthesize it. (9) Given the product [C:36]1([C@H:24]([S:25][C:26]2[CH:31]=[CH:30][CH:29]=[CH:28][C:27]=2[C:32]([F:33])([F:34])[F:35])[C@H:20]2[O:21][CH2:22][CH2:23][NH:18][CH2:19]2)[CH:37]=[CH:38][CH:39]=[CH:40][CH:41]=1, predict the reactants needed to synthesize it. The reactants are: CCN(C(C)C)C(C)C.C1([C@H]([N:18]2[CH2:23][CH2:22][O:21][C@H:20]([C@H:24]([C:36]3[CH:41]=[CH:40][CH:39]=[CH:38][CH:37]=3)[S:25][C:26]3[CH:31]=[CH:30][CH:29]=[CH:28][C:27]=3[C:32]([F:35])([F:34])[F:33])[CH2:19]2)C)C=CC=CC=1.ClC(OC(Cl)C)=O.